The task is: Predict the product of the given reaction.. This data is from Forward reaction prediction with 1.9M reactions from USPTO patents (1976-2016). Given the reactants [NH2:1][C:2]1[CH:3]=[CH:4][C:5]([CH3:32])=[C:6]([N:8]2[CH2:31][CH2:30][C:11]3[N:12]=[C:13]([NH:16][C:17]4[CH:22]=[CH:21][C:20]([N:23]5[CH2:28][CH2:27][N:26]([CH3:29])[CH2:25][CH2:24]5)=[CH:19][CH:18]=4)[N:14]=[CH:15][C:10]=3[CH2:9]2)[CH:7]=1.[CH2:33]([S:37](Cl)(=[O:39])=[O:38])[CH2:34][CH2:35][CH3:36], predict the reaction product. The product is: [CH3:32][C:5]1[CH:4]=[CH:3][C:2]([NH:1][S:37]([CH2:33][CH2:34][CH2:35][CH3:36])(=[O:39])=[O:38])=[CH:7][C:6]=1[N:8]1[CH2:31][CH2:30][C:11]2[N:12]=[C:13]([NH:16][C:17]3[CH:22]=[CH:21][C:20]([N:23]4[CH2:24][CH2:25][N:26]([CH3:29])[CH2:27][CH2:28]4)=[CH:19][CH:18]=3)[N:14]=[CH:15][C:10]=2[CH2:9]1.